Dataset: Full USPTO retrosynthesis dataset with 1.9M reactions from patents (1976-2016). Task: Predict the reactants needed to synthesize the given product. (1) The reactants are: [NH2:1][C:2]1[C:7]([O:8][CH3:9])=[CH:6][CH:5]=[CH:4][C:3]=1[C:10]([OH:15])([CH2:13][CH3:14])[CH2:11][CH3:12].[C:16]([O:20][C:21](=[O:29])[NH:22][C:23]([CH3:28])([CH3:27])[CH2:24][CH:25]=O)([CH3:19])([CH3:18])[CH3:17]. Given the product [C:16]([O:20][C:21](=[O:29])[NH:22][C:23]([CH3:28])([CH3:27])[CH2:24][CH2:25][NH:1][C:2]1[C:7]([O:8][CH3:9])=[CH:6][CH:5]=[CH:4][C:3]=1[C:10]([CH2:13][CH3:14])([OH:15])[CH2:11][CH3:12])([CH3:19])([CH3:18])[CH3:17], predict the reactants needed to synthesize it. (2) Given the product [CH2:1]([O:3][C:4]([CH:6]1[CH2:11][C:10](=[O:12])[C:9]([NH:13][C:23](=[O:25])[CH3:24])=[C:8]([OH:22])[CH2:7]1)=[O:5])[CH3:2], predict the reactants needed to synthesize it. The reactants are: [CH2:1]([O:3][C:4]([CH:6]1[CH2:11][C:10](=[O:12])[C:9]([N:13]=NC2C=CC(Br)=CC=2)=[C:8]([OH:22])[CH2:7]1)=[O:5])[CH3:2].[C:23](O)(=[O:25])[CH3:24].